This data is from Catalyst prediction with 721,799 reactions and 888 catalyst types from USPTO. The task is: Predict which catalyst facilitates the given reaction. (1) Reactant: C(Cl)Cl.[OH:4][CH2:5][C:6](=[O:8])[CH3:7].CCN(CC)CC.[CH3:16][C:17]([Si:20](Cl)([CH3:22])[CH3:21])([CH3:19])[CH3:18]. Product: [Si:20]([O:4][CH2:5][C:6](=[O:8])[CH3:7])([C:17]([CH3:19])([CH3:18])[CH3:16])([CH3:22])[CH3:21]. The catalyst class is: 850. (2) Reactant: C(OC(=O)[NH:7][C:8]1[CH2:9][O:10][CH2:11][C@:12]([C:17]2[CH:22]=[C:21]([NH:23][C:24]([C:26]3[C:31]([CH3:32])=[CH:30][C:29]([C:33]#[N:34])=[CH:28][N:27]=3)=[O:25])[CH:20]=[C:19]([F:35])[C:18]=2[F:36])([CH:14]([F:16])[F:15])[N:13]=1)(C)(C)C.C(O)(C(F)(F)F)=O.CCOC(C)=O. Product: [NH2:7][C:8]1[CH2:9][O:10][CH2:11][C@:12]([C:17]2[CH:22]=[C:21]([NH:23][C:24]([C:26]3[C:31]([CH3:32])=[CH:30][C:29]([C:33]#[N:34])=[CH:28][N:27]=3)=[O:25])[CH:20]=[C:19]([F:35])[C:18]=2[F:36])([CH:14]([F:15])[F:16])[N:13]=1. The catalyst class is: 2. (3) Reactant: [OH-:1].[Na+].[NH2:3][C:4]1[CH:35]=[C:34]([C:36]([F:39])([F:38])[F:37])[CH:33]=[CH:32][C:5]=1[CH2:6][N:7]1[C:15]2[C:14]([NH:16][C@@H:17]([CH:19]3[CH2:22][CH2:21][CH2:20]3)[CH3:18])=[N:13]C(C#N)=[N:11][C:10]=2[CH:9]=[C:8]1[C:25]1[CH:30]=[CH:29][CH:28]=[C:27]([CH3:31])[CH:26]=1.[CH2:40]([OH:42])[CH3:41]. Product: [NH2:3][C:4]1[CH:35]=[C:34]([C:36]([F:39])([F:38])[F:37])[CH:33]=[CH:32][C:5]=1[CH2:6][N:7]1[C:15]2[C:14]([NH:16][C@@H:17]([CH:19]3[CH2:22][CH2:21][CH2:20]3)[CH3:18])=[N:13][C:41]([C:40]([OH:1])=[O:42])=[N:11][C:10]=2[CH:9]=[C:8]1[C:25]1[CH:30]=[CH:29][CH:28]=[C:27]([CH3:31])[CH:26]=1.[C:34]([OH:42])([C:36]([F:39])([F:38])[F:37])=[O:1]. The catalyst class is: 13. (4) Reactant: [CH:1]([N:4]([C:18]([C:20]1[C:21]([C:44]([F:47])([F:46])[F:45])=[CH:22][C:23]2[O:28][C:27]([CH3:35])([CH2:29][O:30][CH2:31][CH:32]3[CH2:34][O:33]3)[C:26](=[O:36])[N:25]([CH2:37][CH2:38][CH2:39][CH2:40][O:41][CH3:42])[C:24]=2[CH:43]=1)=[O:19])[C@@H:5]1[CH2:10][CH2:9][CH2:8][N:7]([C:11]([O:13][C:14]([CH3:17])([CH3:16])[CH3:15])=[O:12])[CH2:6]1)([CH3:3])[CH3:2].[O-:48][CH2:49][CH3:50].[Na+].[Cl-].[NH4+]. Product: [CH2:49]([O:48][CH2:34][CH:32]([OH:33])[CH2:31][O:30][CH2:29][C:27]1([CH3:35])[C:26](=[O:36])[N:25]([CH2:37][CH2:38][CH2:39][CH2:40][O:41][CH3:42])[C:24]2[CH:43]=[C:20]([C:18]([N:4]([CH:1]([CH3:2])[CH3:3])[C@@H:5]3[CH2:10][CH2:9][CH2:8][N:7]([C:11]([O:13][C:14]([CH3:16])([CH3:15])[CH3:17])=[O:12])[CH2:6]3)=[O:19])[C:21]([C:44]([F:47])([F:45])[F:46])=[CH:22][C:23]=2[O:28]1)[CH3:50]. The catalyst class is: 7. (5) Reactant: [CH3:1][C:2]1[C:7]([N:8]2[C:17](=[O:18])[C:16]3[C:11](=[CH:12][CH:13]=[CH:14][CH:15]=3)[N:10]=[CH:9]2)=[CH:6][CH:5]=[CH:4][C:3]=1[C:19]1[C:31]2[C:30]3[C:25](=[CH:26][C:27]([O:32][CH2:33][CH:34]=[O:35])=[CH:28][CH:29]=3)[NH:24][C:23]=2[C:22]([C:36]([NH2:38])=[O:37])=[N:21][CH:20]=1.[CH3:39][Mg]Br. Product: [OH:35][CH:34]([CH3:39])[CH2:33][O:32][C:27]1[CH:26]=[C:25]2[C:30]([C:31]3[C:19]([C:3]4[CH:4]=[CH:5][CH:6]=[C:7]([N:8]5[C:17](=[O:18])[C:16]6[C:11](=[CH:12][CH:13]=[CH:14][CH:15]=6)[N:10]=[CH:9]5)[C:2]=4[CH3:1])=[CH:20][N:21]=[C:22]([C:36]([NH2:38])=[O:37])[C:23]=3[NH:24]2)=[CH:29][CH:28]=1. The catalyst class is: 7.